This data is from Peptide-MHC class II binding affinity with 134,281 pairs from IEDB. The task is: Regression. Given a peptide amino acid sequence and an MHC pseudo amino acid sequence, predict their binding affinity value. This is MHC class II binding data. (1) The peptide sequence is GEVLNALAYDVPIPG. The MHC is DRB1_0701 with pseudo-sequence DRB1_0701. The binding affinity (normalized) is 0.616. (2) The peptide sequence is VGKMYFNLIDTKC. The MHC is H-2-IAd with pseudo-sequence H-2-IAd. The binding affinity (normalized) is 0. (3) The peptide sequence is EHEILNDSGETVKCR. The MHC is DRB1_0301 with pseudo-sequence DRB1_0301. The binding affinity (normalized) is 0.640. (4) The peptide sequence is FLHYIFMENAFELPT. The MHC is HLA-DPA10201-DPB10101 with pseudo-sequence HLA-DPA10201-DPB10101. The binding affinity (normalized) is 0.317. (5) The peptide sequence is IRSIDFERVGPEWEP. The MHC is DRB1_0101 with pseudo-sequence DRB1_0101. The binding affinity (normalized) is 0. (6) The peptide sequence is SQDHELSWNLNGLQAY. The MHC is DRB1_0802 with pseudo-sequence DRB1_0802. The binding affinity (normalized) is 0.284.